From a dataset of Forward reaction prediction with 1.9M reactions from USPTO patents (1976-2016). Predict the product of the given reaction. Given the reactants [C:1]([CH2:3][CH:4]([N:10]1[CH:14]=[C:13]([C:15]2[CH:20]=[CH:19][N:18]=[C:17]([NH:21][C:22]3[CH:30]=[CH:29][C:25]([C:26](O)=[O:27])=[CH:24][CH:23]=3)[N:16]=2)[CH:12]=[N:11]1)[CH:5]1[CH2:9][CH2:8][CH2:7][CH2:6]1)#[N:2].[CH3:31][N:32]1[CH2:37][CH2:36][NH:35][CH2:34][CH2:33]1.F[P-](F)(F)(F)(F)F.N1(O[P+](N(C)C)(N(C)C)N(C)C)C2C=CC=CC=2N=N1.C(N(CC)C(C)C)(C)C, predict the reaction product. The product is: [CH:5]1([CH:4]([N:10]2[CH:14]=[C:13]([C:15]3[CH:20]=[CH:19][N:18]=[C:17]([NH:21][C:22]4[CH:23]=[CH:24][C:25]([C:26]([N:35]5[CH2:36][CH2:37][N:32]([CH3:31])[CH2:33][CH2:34]5)=[O:27])=[CH:29][CH:30]=4)[N:16]=3)[CH:12]=[N:11]2)[CH2:3][C:1]#[N:2])[CH2:6][CH2:7][CH2:8][CH2:9]1.